From a dataset of Full USPTO retrosynthesis dataset with 1.9M reactions from patents (1976-2016). Predict the reactants needed to synthesize the given product. (1) The reactants are: [Cl:1][C:2]1[CH:10]=[C:9]2[C:5]([C:6]([C:12]3[N:13]=[C:14]4[C:20]([C:21]([OH:23])=O)=[CH:19][NH:18][C:15]4=[N:16][CH:17]=3)=[N:7][N:8]2[CH3:11])=[CH:4][CH:3]=1.[N:24]1[CH:29]=[CH:28][CH:27]=[C:26]([NH2:30])[CH:25]=1.CCN=C=NCCCN(C)C.CCN(C(C)C)C(C)C.CN(C(ON1N=NC2C=CC=NC1=2)=[N+](C)C)C.F[P-](F)(F)(F)(F)F. Given the product [Cl:1][C:2]1[CH:10]=[C:9]2[C:5]([C:6]([C:12]3[N:13]=[C:14]4[C:20]([C:21]([NH:30][C:26]5[CH:25]=[N:24][CH:29]=[CH:28][CH:27]=5)=[O:23])=[CH:19][NH:18][C:15]4=[N:16][CH:17]=3)=[N:7][N:8]2[CH3:11])=[CH:4][CH:3]=1, predict the reactants needed to synthesize it. (2) The reactants are: C[C:2]1([OH:19])[CH:14]=[CH:13][C:12]2[NH:11][C:10]3[C:9]4[CH:15]=[CH:16][CH:17]=[CH:18][C:8]=4[S:7][CH2:6][C:5]=3[C:4]=2[CH2:3]1.[CH3:20][S:21](Cl)(=[O:23])=[O:22].N1C=CC=C[CH:26]=1. Given the product [CH3:26][N:11]1[C:10]2[C:9]3[CH:15]=[CH:16][CH:17]=[CH:18][C:8]=3[S:7][CH2:6][C:5]=2[C:4]2[C:12]1=[CH:13][CH:14]=[C:2]([O:19][S:21]([CH3:20])(=[O:23])=[O:22])[CH:3]=2, predict the reactants needed to synthesize it. (3) Given the product [F:21][C:2]([F:1])([F:20])[C:3]1[CH:4]=[CH:5][C:6]([CH2:7][CH:8]2[CH2:9][CH:10]([C:11]([O:13][CH3:14])=[O:12])[CH2:15][CH2:16][NH:17]2)=[CH:18][CH:19]=1, predict the reactants needed to synthesize it. The reactants are: [F:1][C:2]([F:21])([F:20])[C:3]1[CH:19]=[CH:18][C:6]([CH2:7][C:8]2[CH:9]=[C:10]([CH:15]=[CH:16][N:17]=2)[C:11]([O:13][CH3:14])=[O:12])=[CH:5][CH:4]=1. (4) Given the product [Cl:1][C:2]1[CH:3]=[C:4]([C:9](=[O:11])/[CH:10]=[C:16](\[OH:17])/[CH:15]([O:21][CH2:22][CH3:23])[O:14][CH2:12][CH3:13])[CH:5]=[CH:6][C:7]=1[F:8], predict the reactants needed to synthesize it. The reactants are: [Cl:1][C:2]1[CH:3]=[C:4]([C:9](=[O:11])[CH3:10])[CH:5]=[CH:6][C:7]=1[F:8].[CH2:12]([O:14][CH:15]([O:21][CH2:22][CH3:23])[C:16](OCC)=[O:17])[CH3:13].[Li+].CC([N-]C(C)C)C. (5) Given the product [F:17][C:18]([F:32])([F:33])[C:19]1[CH:20]=[C:21]([C:2]2[C:3]3[NH:16][CH:15]=[CH:14][C:4]=3[C:5]3[C:10]([CH:11]=2)=[N:9][C:8]([NH2:12])=[N:7][C:6]=3[NH2:13])[CH:22]=[C:23]([C:25]([F:26])([F:27])[F:28])[CH:24]=1, predict the reactants needed to synthesize it. The reactants are: I[C:2]1[C:3]2[NH:16][CH:15]=[CH:14][C:4]=2[C:5]2[C:10]([CH:11]=1)=[N:9][C:8]([NH2:12])=[N:7][C:6]=2[NH2:13].[F:17][C:18]([F:33])([F:32])[C:19]1[CH:20]=[C:21](B(O)O)[CH:22]=[C:23]([C:25]([F:28])([F:27])[F:26])[CH:24]=1.C(=O)(O)[O-].[Na+]. (6) The reactants are: [Cl:1][C:2]1[CH:3]=[C:4]([OH:9])[CH:5]=[CH:6][C:7]=1[F:8].F[C:11]1[CH:18]=[CH:17][C:16]([CH:19]=[O:20])=[CH:15][C:12]=1[C:13]#[N:14]. Given the product [Cl:1][C:2]1[CH:3]=[C:4]([CH:5]=[CH:6][C:7]=1[F:8])[O:9][C:11]1[CH:18]=[CH:17][C:16]([CH:19]=[O:20])=[CH:15][C:12]=1[C:13]#[N:14], predict the reactants needed to synthesize it.